Regression. Given a peptide amino acid sequence and an MHC pseudo amino acid sequence, predict their binding affinity value. This is MHC class II binding data. From a dataset of Peptide-MHC class II binding affinity with 134,281 pairs from IEDB. The peptide sequence is SQDLELSWSLNGLQAY. The MHC is DRB1_1302 with pseudo-sequence DRB1_1302. The binding affinity (normalized) is 0.519.